From a dataset of Peptide-MHC class II binding affinity with 134,281 pairs from IEDB. Regression. Given a peptide amino acid sequence and an MHC pseudo amino acid sequence, predict their binding affinity value. This is MHC class II binding data. (1) The peptide sequence is TLWQRPLVTIKIGGQLKEAL. The MHC is DRB1_0301 with pseudo-sequence DRB1_0301. The binding affinity (normalized) is 0.193. (2) The peptide sequence is MADDMERIFKRFDTN. The MHC is HLA-DPA10103-DPB10301 with pseudo-sequence HLA-DPA10103-DPB10301. The binding affinity (normalized) is 0.378. (3) The peptide sequence is WFINWYLPISQLFYN. The MHC is DRB1_1001 with pseudo-sequence DRB1_1001. The binding affinity (normalized) is 0.673. (4) The peptide sequence is SMVGLFSNNPHDLPL. The MHC is DRB4_0101 with pseudo-sequence DRB4_0103. The binding affinity (normalized) is 0.101. (5) The peptide sequence is YDKFLFNVSTVLTGK. The MHC is DRB1_1001 with pseudo-sequence DRB1_1001. The binding affinity (normalized) is 0.678.